This data is from Full USPTO retrosynthesis dataset with 1.9M reactions from patents (1976-2016). The task is: Predict the reactants needed to synthesize the given product. (1) Given the product [Br:1][C:2]1[S:3][C:4]([C:8]#[N:10])=[C:5]([CH3:7])[N:6]=1, predict the reactants needed to synthesize it. The reactants are: [Br:1][C:2]1[S:3][C:4]([C:8]([NH2:10])=O)=[C:5]([CH3:7])[N:6]=1.FC(F)(F)C(OC(=O)C(F)(F)F)=O. (2) Given the product [F:20][C:17]([F:18])([F:19])[C:12]([C:3]1[CH:4]=[CH:5][C:6]2[C:11](=[CH:10][CH:9]=[CH:8][CH:7]=2)[C:2]=1[NH:1][C:22](=[O:29])[C:23]1[CH:28]=[CH:27][CH:26]=[CH:25][CH:24]=1)([OH:21])[C:13]([F:14])([F:15])[F:16], predict the reactants needed to synthesize it. The reactants are: [NH2:1][C:2]1[C:11]2[C:6](=[CH:7][CH:8]=[CH:9][CH:10]=2)[CH:5]=[CH:4][C:3]=1[C:12]([OH:21])([C:17]([F:20])([F:19])[F:18])[C:13]([F:16])([F:15])[F:14].[C:22](Cl)(=[O:29])[C:23]1[CH:28]=[CH:27][CH:26]=[CH:25][CH:24]=1. (3) Given the product [OH:18][C@:19]([CH3:31])([C:23]([NH:25][CH2:26][C:27]([F:28])([F:29])[F:30])=[O:24])[C:20]([NH:1][C@@H:2]1[C:8](=[O:9])[NH:7][C:6]2[CH:10]=[CH:11][CH:12]=[CH:13][C:5]=2[C:4]2[CH:14]=[CH:15][CH:16]=[CH:17][C:3]1=2)=[O:21], predict the reactants needed to synthesize it. The reactants are: [NH2:1][C@@H:2]1[C:8](=[O:9])[NH:7][C:6]2[CH:10]=[CH:11][CH:12]=[CH:13][C:5]=2[C:4]2[CH:14]=[CH:15][CH:16]=[CH:17][C:3]1=2.[OH:18][C@:19]([CH3:31])([C:23]([NH:25][CH2:26][C:27]([F:30])([F:29])[F:28])=[O:24])[C:20](O)=[O:21].O.ON1C2C=CC=CC=2N=N1.C(N(C(C)C)CC)(C)C.Cl.CN(C)CCCN=C=NCC. (4) Given the product [CH3:1][O:2][C:3](=[O:19])[CH:4]([O:16][CH2:17][CH3:18])[CH2:5][C:6]1[C:14]2[CH:13]=[CH:12][S:11][C:10]=2[C:9]([O:15][CH2:38][CH2:39][C:40]2[N:41]=[C:42]([C:46]3[CH:51]=[CH:50][C:49]([F:52])=[CH:48][C:47]=3[O:53][CH2:54][CH3:55])[O:43][C:44]=2[CH3:45])=[CH:8][CH:7]=1, predict the reactants needed to synthesize it. The reactants are: [CH3:1][O:2][C:3](=[O:19])[CH:4]([O:16][CH2:17][CH3:18])[CH2:5][C:6]1[C:14]2[CH:13]=[CH:12][S:11][C:10]=2[C:9]([OH:15])=[CH:8][CH:7]=1.C(OC(CC1C2SC=CC=2C(O[CH2:38][CH2:39][C:40]2[N:41]=[C:42]([C:46]3[CH:51]=[CH:50][C:49]([F:52])=[CH:48][C:47]=3[O:53][CH2:54][CH3:55])[O:43][C:44]=2[CH3:45])=CC=1)C(O)=O)C.C1(P(C2C=CC=CC=2)C2C=CC=CC=2)C=CC=CC=1.N(C(OCC)=O)=NC(OCC)=O. (5) Given the product [P:1]([O-:5])([O-:4])([O-:3])=[O:2].[Ca+2:7].[Ca+2:7].[Ca+2:7].[Ca+2:7].[Ca+2:7].[Ca+2:7].[Ca+2:7].[Ca+2:7], predict the reactants needed to synthesize it. The reactants are: [P:1](=[O:5])([OH:4])([OH:3])[OH:2].[OH-].[Ca+2:7].[OH-].[NH4+]. (6) Given the product [CH3:17][N:14]1[C:15]2[CH:16]=[C:7]3[S:6][C:5]([C:1]#[N:2])=[N:21][C:8]3=[CH:9][C:10]=2[C:11]([CH3:20])=[CH:12][C:13]1([CH3:19])[CH3:18], predict the reactants needed to synthesize it. The reactants are: [C-:1]#[N:2].[K+].Cl[C:5]1[S:6][C:7]2[C:8]([N:21]=1)=[CH:9][C:10]1[C:11]([CH3:20])=[CH:12][C:13]([CH3:19])([CH3:18])[N:14]([CH3:17])[C:15]=1[CH:16]=2.O. (7) Given the product [CH3:12][O:13][C:14](=[O:26])[CH2:15][CH:16]([C:17]1[CH:25]=[C:24]2[C:20]([CH:21]=[CH:22][NH:23]2)=[CH:19][CH:18]=1)[C:5]1[CH:6]=[CH:7][CH:8]=[C:3]([O:2][CH3:1])[CH:4]=1, predict the reactants needed to synthesize it. The reactants are: [CH3:1][O:2][C:3]1[CH:4]=[C:5](B(O)O)[CH:6]=[CH:7][CH:8]=1.[CH3:12][O:13][C:14](=[O:26])[CH:15]=[CH:16][C:17]1[CH:25]=[C:24]2[C:20]([CH:21]=[CH:22][NH:23]2)=[CH:19][CH:18]=1.